Dataset: Forward reaction prediction with 1.9M reactions from USPTO patents (1976-2016). Task: Predict the product of the given reaction. (1) Given the reactants [C:1]([NH:9][C:10]1[CH:15]=[CH:14][CH:13]=[CH:12][C:11]=1[C:16](=[C:30]1[CH2:35][CH2:34][NH:33][CH2:32][CH2:31]1)[C:17]1[CH:29]=[CH:28][C:20]([C:21]([N:23]([CH2:26][CH3:27])[CH2:24][CH3:25])=[O:22])=[CH:19][CH:18]=1)(=[O:8])C1C=CC=CC=1.CC(OC(N1CCC(=[C:49](C2C=CC=CC=2N)[C:50]2[CH:55]=[CH:54][C:53](C(N(CC)CC)=O)=[CH:52][CH:51]=2)CC1)=O)(C)C.C1(CC(Cl)=O)C=CC=CC=1.C(O)(C(F)(F)F)=O, predict the reaction product. The product is: [CH2:26]([N:23]([CH2:24][CH3:25])[C:21]([C:20]1[CH:28]=[CH:29][C:17]([C:16](=[C:30]2[CH2:31][CH2:32][NH:33][CH2:34][CH2:35]2)[C:11]2[CH:12]=[CH:13][CH:14]=[CH:15][C:10]=2[NH:9][C:1](=[O:8])[CH2:49][C:50]2[CH:55]=[CH:54][CH:53]=[CH:52][CH:51]=2)=[CH:18][CH:19]=1)=[O:22])[CH3:27]. (2) Given the reactants [CH:1]([C:3]1[NH:7][C:6]([C:8]([O:10][CH2:11][CH3:12])=[O:9])=[CH:5][C:4]=1[CH3:13])=[O:2].CC(CC)=C.[OH2:19].P([O-])(O)(O)=O.[Na+].Cl([O-])=O.[Na+].[ClH:30], predict the reaction product. The product is: [Cl:30][C:5]1[C:4]([CH3:13])=[C:3]([C:1]([OH:19])=[O:2])[NH:7][C:6]=1[C:8]([O:10][CH2:11][CH3:12])=[O:9]. (3) Given the reactants [Br:1][CH2:2][C:3]1[CH:12]=[CH:11][C:6]([C:7]([O:9][CH3:10])=[O:8])=[CH:5][CH:4]=1.[CH:13]1[CH:18]=[CH:17][C:16]([P:19]([C:26]2[CH:31]=[CH:30][CH:29]=[CH:28][CH:27]=2)[C:20]2[CH:25]=[CH:24][CH:23]=[CH:22][CH:21]=2)=[CH:15][CH:14]=1, predict the reaction product. The product is: [Br-:1].[CH3:10][O:9][C:7]([C:6]1[CH:11]=[CH:12][C:3]([CH2:2][P+:19]([C:20]2[CH:21]=[CH:22][CH:23]=[CH:24][CH:25]=2)([C:26]2[CH:31]=[CH:30][CH:29]=[CH:28][CH:27]=2)[C:16]2[CH:15]=[CH:14][CH:13]=[CH:18][CH:17]=2)=[CH:4][CH:5]=1)=[O:8].